From a dataset of Full USPTO retrosynthesis dataset with 1.9M reactions from patents (1976-2016). Predict the reactants needed to synthesize the given product. (1) The reactants are: [C:1]1([N:7]2[C:11]3[CH:12]=[CH:13][CH:14]=[CH:15][C:10]=3[N:9]=[C:8]2[C:16]2[CH:21]=[CH:20][C:19](B3OC(C)(C)C(C)(C)O3)=[CH:18][CH:17]=2)[CH:6]=[CH:5][CH:4]=[CH:3][CH:2]=1.[Si:31]([O:38][C:39]1[CH:40]=[CH:41][C:42](I)=[C:43]2[C:48]=1[N:47]=[CH:46][CH:45]=[CH:44]2)([C:34]([CH3:37])([CH3:36])[CH3:35])([CH3:33])[CH3:32].C1(C)C=CC=CC=1.C1(C)C=CC=CC=1P(C1C=CC=CC=1C)C1C=CC=CC=1C. Given the product [Si:31]([O:38][C:39]1[CH:40]=[CH:41][C:42]([C:19]2[CH:18]=[CH:17][C:16]([C:8]3[N:7]([C:11]4[CH:10]=[CH:15][CH:14]=[CH:13][CH:12]=4)[C:1]4[CH:6]=[CH:5][CH:4]=[CH:3][C:2]=4[N:9]=3)=[CH:21][CH:20]=2)=[C:43]2[C:48]=1[N:47]=[CH:46][CH:45]=[CH:44]2)([C:34]([CH3:37])([CH3:36])[CH3:35])([CH3:33])[CH3:32], predict the reactants needed to synthesize it. (2) Given the product [Br:14][C:9]1[C:10]([OH:13])=[CH:11][CH:12]=[C:7]2[C:8]=1[O:25][CH:26]=[C:5]([C:4]1[CH:16]=[CH:17][C:18]([OH:30])=[CH:2][CH:3]=1)[C:6]2=[O:15], predict the reactants needed to synthesize it. The reactants are: O[C:2]1[CH:3]=[C:4]([CH:16]=[CH:17][CH:18]=1)[CH2:5][C:6](=[O:15])[C:7]1[CH:12]=[CH:11][C:10]([OH:13])=[C:9]([Br:14])[CH:8]=1.B(F)(F)F.CC[O:25][CH2:26]C.CS(Cl)(=O)=[O:30].